Dataset: Retrosynthesis with 50K atom-mapped reactions and 10 reaction types from USPTO. Task: Predict the reactants needed to synthesize the given product. (1) Given the product CC[C@H](CO)NS(=O)(=O)c1ccccc1-c1ccc(-c2cnc(N)cn2)c(F)c1, predict the reactants needed to synthesize it. The reactants are: CC1(C)OB(c2ccc(-c3cnc(N)cn3)c(F)c2)OC1(C)C.CC[C@H](CO)NS(=O)(=O)c1ccccc1Br. (2) The reactants are: CN(C)c1cc(-c2c(C=O)nc3ccccn23)ccn1.CN[C@H]1CCCc2cccnc21. Given the product CN(C)c1cc(-c2c(CN(C)[C@H]3CCCc4cccnc43)nc3ccccn23)ccn1, predict the reactants needed to synthesize it. (3) Given the product Nc1nc(NCC2CCCN2)nc2nc(-c3ccco3)nn12, predict the reactants needed to synthesize it. The reactants are: CC(C)(C)OC(=O)N1CCCC1CNc1nc(N)n2nc(-c3ccco3)nc2n1. (4) Given the product CC1CN(C(=O)OCc2ccccc2)CC2OC12, predict the reactants needed to synthesize it. The reactants are: CC1C=CCN(C(=O)OCc2ccccc2)C1.O=C(OO)c1cccc(Cl)c1. (5) Given the product COc1ccc(S(=O)(=O)N2C[C@H](C)N(S(=O)(=O)c3ccc(OC)c(OC)c3)C[C@@H]2C)cc1F, predict the reactants needed to synthesize it. The reactants are: COc1ccc(S(=O)(=O)Cl)cc1F.COc1ccc(S(=O)(=O)N2C[C@H](C)NC[C@@H]2C)cc1OC. (6) Given the product Cc1ccc2c(c1)c1c(n2-c2cccc(-c3cnc(N(C)C)nc3)c2)CCN(C)C1, predict the reactants needed to synthesize it. The reactants are: CN(C)c1ncc(B2OC(C)(C)C(C)(C)O2)cn1.Cc1ccc2c(c1)c1c(n2-c2cccc(Br)c2)CCN(C)C1.